This data is from Peptide-MHC class I binding affinity with 185,985 pairs from IEDB/IMGT. The task is: Regression. Given a peptide amino acid sequence and an MHC pseudo amino acid sequence, predict their binding affinity value. This is MHC class I binding data. (1) The peptide sequence is IYLRRYFEI. The MHC is HLA-A24:02 with pseudo-sequence HLA-A24:02. The binding affinity (normalized) is 1.00. (2) The peptide sequence is ALITVSGLY. The MHC is HLA-B15:01 with pseudo-sequence HLA-B15:01. The binding affinity (normalized) is 0.925. (3) The peptide sequence is RTYIYWHGR. The MHC is HLA-A31:01 with pseudo-sequence HLA-A31:01. The binding affinity (normalized) is 1.00. (4) The peptide sequence is SISSVLTIL. The MHC is HLA-A02:03 with pseudo-sequence HLA-A02:03. The binding affinity (normalized) is 0.872. (5) The peptide sequence is RVYNNTARY. The MHC is SLA-20401 with pseudo-sequence SLA-20401. The binding affinity (normalized) is 0.421. (6) The peptide sequence is FVHSGFIYF. The MHC is HLA-B07:02 with pseudo-sequence HLA-B07:02. The binding affinity (normalized) is 0.0847. (7) The peptide sequence is SLTEEFYHSY. The MHC is HLA-A29:02 with pseudo-sequence HLA-A29:02. The binding affinity (normalized) is 0.328. (8) The peptide sequence is FMRDWNSKY. The MHC is HLA-A31:01 with pseudo-sequence HLA-A31:01. The binding affinity (normalized) is 0. (9) The peptide sequence is VALYRRIQR. The MHC is HLA-A31:01 with pseudo-sequence HLA-A31:01. The binding affinity (normalized) is 0.924. (10) The peptide sequence is MPRSIGGPV. The MHC is HLA-B51:01 with pseudo-sequence HLA-B51:01. The binding affinity (normalized) is 0.376.